From a dataset of Forward reaction prediction with 1.9M reactions from USPTO patents (1976-2016). Predict the product of the given reaction. (1) Given the reactants [Cl:1][C:2]1[N:7]=[CH:6][C:5]2[C:8](I)=[N:9][N:10]([CH:11]([CH3:13])[CH3:12])[C:4]=2[CH:3]=1.[CH3:15][C:16]1([CH3:22])[CH2:20][NH:19][C:18](=[O:21])[NH:17]1.C1(P(C2C=CC=CC=2)C2C3OC4C(=CC=CC=4P(C4C=CC=CC=4)C4C=CC=CC=4)C(C)(C)C=3C=CC=2)C=CC=CC=1.C(=O)([O-])[O-].[Cs+].[Cs+], predict the reaction product. The product is: [Cl:1][C:2]1[N:7]=[CH:6][C:5]2[C:8]([N:19]3[CH2:20][C:16]([CH3:22])([CH3:15])[NH:17][C:18]3=[O:21])=[N:9][N:10]([CH:11]([CH3:13])[CH3:12])[C:4]=2[CH:3]=1. (2) Given the reactants F[C:2]1[CH:7]=[CH:6][C:5]([Br:8])=[CH:4][C:3]=1[N+:9]([O-])=O.[CH3:12][CH2:13][CH2:14][CH:15]([OH:19])[CH2:16][CH2:17][CH3:18].BrC1C=CC(OC(C(C)C)C(C)C)=C(C=1)N, predict the reaction product. The product is: [Br:8][C:5]1[CH:6]=[CH:7][C:2]([O:19][CH:15]([CH2:16][CH2:17][CH3:18])[CH2:14][CH2:13][CH3:12])=[C:3]([CH:4]=1)[NH2:9].